This data is from Merck oncology drug combination screen with 23,052 pairs across 39 cell lines. The task is: Regression. Given two drug SMILES strings and cell line genomic features, predict the synergy score measuring deviation from expected non-interaction effect. Drug 1: C=CCn1c(=O)c2cnc(Nc3ccc(N4CCN(C)CC4)cc3)nc2n1-c1cccc(C(C)(C)O)n1. Drug 2: Cc1nc(Nc2ncc(C(=O)Nc3c(C)cccc3Cl)s2)cc(N2CCN(CCO)CC2)n1. Cell line: NCIH520. Synergy scores: synergy=42.1.